Dataset: Forward reaction prediction with 1.9M reactions from USPTO patents (1976-2016). Task: Predict the product of the given reaction. (1) Given the reactants Br[CH2:2][CH2:3][CH:4]=[CH2:5].[Mg].O1CCCC1.[NH2:12][C:13]1[N:18]=[C:17]([Cl:19])[C:16]([CH:20]=[O:21])=[C:15]([Cl:22])[N:14]=1, predict the reaction product. The product is: [NH2:12][C:13]1[N:14]=[C:15]([Cl:22])[C:16]([CH:20]([OH:21])[CH2:5][CH2:4][CH:3]=[CH2:2])=[C:17]([Cl:19])[N:18]=1. (2) Given the reactants [O:1]=[C:2]1[C@@H:8]2[C@@H:4]([CH2:5][CH2:6][NH:7]2)[N:3]1[S:9]([OH:12])(=[O:11])=[O:10].C(=O)(O)[O-].[Na+].O=C1CCC(=O)N1[O:25][C:26]([NH:28][CH:29]1[CH2:37][CH2:36][CH2:35][CH2:34][N:33]([C:38]([O:40][CH2:41][C:42]2[CH:47]=[CH:46][CH:45]=[CH:44][CH:43]=2)=[O:39])[CH2:32][CH2:31][CH2:30]1)=O, predict the reaction product. The product is: [CH2:41]([O:40][C:38]([N:33]1[CH2:34][CH2:35][CH2:36][CH2:37][CH:29]([NH:28][C:26]([N:7]2[CH2:6][CH2:5][C@@H:4]3[C@H:8]2[C:2](=[O:1])[N:3]3[S:9]([OH:12])(=[O:11])=[O:10])=[O:25])[CH2:30][CH2:31][CH2:32]1)=[O:39])[C:42]1[CH:47]=[CH:46][CH:45]=[CH:44][CH:43]=1.